This data is from NCI-60 drug combinations with 297,098 pairs across 59 cell lines. The task is: Regression. Given two drug SMILES strings and cell line genomic features, predict the synergy score measuring deviation from expected non-interaction effect. (1) Drug 1: CC1=C(C(=O)C2=C(C1=O)N3CC4C(C3(C2COC(=O)N)OC)N4)N. Drug 2: CC(C)CN1C=NC2=C1C3=CC=CC=C3N=C2N. Cell line: HOP-92. Synergy scores: CSS=8.36, Synergy_ZIP=-5.52, Synergy_Bliss=-10.2, Synergy_Loewe=-8.05, Synergy_HSA=-10.2. (2) Drug 1: C1CC(=O)NC(=O)C1N2CC3=C(C2=O)C=CC=C3N. Drug 2: CC1=C(N=C(N=C1N)C(CC(=O)N)NCC(C(=O)N)N)C(=O)NC(C(C2=CN=CN2)OC3C(C(C(C(O3)CO)O)O)OC4C(C(C(C(O4)CO)O)OC(=O)N)O)C(=O)NC(C)C(C(C)C(=O)NC(C(C)O)C(=O)NCCC5=NC(=CS5)C6=NC(=CS6)C(=O)NCCC[S+](C)C)O. Cell line: DU-145. Synergy scores: CSS=8.99, Synergy_ZIP=-3.80, Synergy_Bliss=1.94, Synergy_Loewe=3.04, Synergy_HSA=3.24. (3) Drug 1: C1=CC(=CC=C1CCCC(=O)O)N(CCCl)CCCl. Drug 2: CC1=C2C(C(=O)C3(C(CC4C(C3C(C(C2(C)C)(CC1OC(=O)C(C(C5=CC=CC=C5)NC(=O)C6=CC=CC=C6)O)O)OC(=O)C7=CC=CC=C7)(CO4)OC(=O)C)O)C)OC(=O)C. Cell line: SN12C. Synergy scores: CSS=39.3, Synergy_ZIP=-13.9, Synergy_Bliss=-10.2, Synergy_Loewe=-31.9, Synergy_HSA=-6.06. (4) Drug 1: CC1=C2C(C(=O)C3(C(CC4C(C3C(C(C2(C)C)(CC1OC(=O)C(C(C5=CC=CC=C5)NC(=O)OC(C)(C)C)O)O)OC(=O)C6=CC=CC=C6)(CO4)OC(=O)C)OC)C)OC. Drug 2: CCC1(CC2CC(C3=C(CCN(C2)C1)C4=CC=CC=C4N3)(C5=C(C=C6C(=C5)C78CCN9C7C(C=CC9)(C(C(C8N6C)(C(=O)OC)O)OC(=O)C)CC)OC)C(=O)OC)O.OS(=O)(=O)O. Cell line: MDA-MB-435. Synergy scores: CSS=78.7, Synergy_ZIP=6.81, Synergy_Bliss=6.04, Synergy_Loewe=6.73, Synergy_HSA=9.73. (5) Drug 1: CC12CCC(CC1=CCC3C2CCC4(C3CC=C4C5=CN=CC=C5)C)O. Drug 2: CC1CCCC2(C(O2)CC(NC(=O)CC(C(C(=O)C(C1O)C)(C)C)O)C(=CC3=CSC(=N3)C)C)C. Cell line: A549. Synergy scores: CSS=16.2, Synergy_ZIP=4.54, Synergy_Bliss=8.59, Synergy_Loewe=5.83, Synergy_HSA=8.10. (6) Synergy scores: CSS=1.94, Synergy_ZIP=6.43, Synergy_Bliss=3.96, Synergy_Loewe=-0.201, Synergy_HSA=0.734. Cell line: DU-145. Drug 2: CNC(=O)C1=NC=CC(=C1)OC2=CC=C(C=C2)NC(=O)NC3=CC(=C(C=C3)Cl)C(F)(F)F. Drug 1: CC12CCC3C(C1CCC2O)C(CC4=C3C=CC(=C4)O)CCCCCCCCCS(=O)CCCC(C(F)(F)F)(F)F. (7) Drug 1: CC1=CC=C(C=C1)C2=CC(=NN2C3=CC=C(C=C3)S(=O)(=O)N)C(F)(F)F. Drug 2: C1=NC2=C(N1)C(=S)N=CN2. Cell line: NCI-H226. Synergy scores: CSS=24.8, Synergy_ZIP=-0.750, Synergy_Bliss=-0.638, Synergy_Loewe=-3.90, Synergy_HSA=1.57. (8) Drug 1: C1CCC(C1)C(CC#N)N2C=C(C=N2)C3=C4C=CNC4=NC=N3. Drug 2: COCCOC1=C(C=C2C(=C1)C(=NC=N2)NC3=CC=CC(=C3)C#C)OCCOC.Cl. Cell line: RXF 393. Synergy scores: CSS=16.2, Synergy_ZIP=3.63, Synergy_Bliss=8.57, Synergy_Loewe=7.82, Synergy_HSA=8.13.